This data is from Peptide-MHC class I binding affinity with 185,985 pairs from IEDB/IMGT. The task is: Regression. Given a peptide amino acid sequence and an MHC pseudo amino acid sequence, predict their binding affinity value. This is MHC class I binding data. The peptide sequence is REIGFIVPGL. The MHC is HLA-B44:02 with pseudo-sequence HLA-B44:02. The binding affinity (normalized) is 0.754.